This data is from Forward reaction prediction with 1.9M reactions from USPTO patents (1976-2016). The task is: Predict the product of the given reaction. (1) Given the reactants [NH2:1][C:2]1[N:7]=[CH:6][C:5]([C:8]2[CH:9]=[N:10][C:11]([OH:14])=[CH:12][CH:13]=2)=[CH:4][C:3]=1[O:15][C@@H:16]([C:18]1[CH:23]=[C:22]([F:24])[CH:21]=[CH:20][C:19]=1[N:25]1[N:29]=[CH:28][CH:27]=[N:26]1)[CH3:17].CS(O[CH:35]1[CH2:40][CH2:39][N:38]([C:41]([O:43][C:44]([CH3:47])([CH3:46])[CH3:45])=[O:42])[CH2:37][CH2:36]1)(=O)=O.C(=O)([O-])[O-].[Cs+].[Cs+], predict the reaction product. The product is: [NH2:1][C:2]1[N:7]=[CH:6][C:5]([C:8]2[CH:9]=[N:10][C:11]([O:14][CH:35]3[CH2:40][CH2:39][N:38]([C:41]([O:43][C:44]([CH3:47])([CH3:46])[CH3:45])=[O:42])[CH2:37][CH2:36]3)=[CH:12][CH:13]=2)=[CH:4][C:3]=1[O:15][C@@H:16]([C:18]1[CH:23]=[C:22]([F:24])[CH:21]=[CH:20][C:19]=1[N:25]1[N:29]=[CH:28][CH:27]=[N:26]1)[CH3:17]. (2) Given the reactants C1[C@H](N)[C@@H](O[C@H]2O[C@H](CN)[C@@H](O)[C@H](O)[C@H]2N)[C@H]([O:20][C@@H:21]2[O:25][C@H:24]([CH2:26]O)[C@@H:23](O[C@H]3O[C@@H](CN)[C@@H](O)[C@H](O)[C@H]3N)[C@H:22]2[OH:40])[C@@H](O)[C@@H]1N.OS(O)(=O)=O.[Si:48](Cl)([C:61]([CH3:64])([CH3:63])[CH3:62])([C:55]1C=CC=CC=1)[C:49]1C=CC=CC=1, predict the reaction product. The product is: [CH2:24]([O:25][C:21](=[O:20])[C:22]([O:40][Si:48]([C:61]([CH3:64])([CH3:63])[CH3:62])([CH3:55])[CH3:49])=[CH2:23])[CH3:26]. (3) Given the reactants C(N(C(C)C)CC)(C)C.CN(C(ON1N=NC2C=CC=CC1=2)=[N+](C)C)C.F[P-](F)(F)(F)(F)F.[CH3:34][N:35]([CH:46]1[CH2:51][CH2:50][NH:49][CH2:48][CH2:47]1)[CH2:36][CH2:37][NH:38][C:39](=[O:45])[O:40][C:41]([CH3:44])([CH3:43])[CH3:42].[CH3:52][N:53]1[CH:57]=[CH:56][N:55]=[C:54]1[CH2:58][CH2:59][C:60](O)=[O:61], predict the reaction product. The product is: [CH3:34][N:35]([CH:46]1[CH2:51][CH2:50][N:49]([C:60](=[O:61])[CH2:59][CH2:58][C:54]2[N:53]([CH3:52])[CH:57]=[CH:56][N:55]=2)[CH2:48][CH2:47]1)[CH2:36][CH2:37][NH:38][C:39](=[O:45])[O:40][C:41]([CH3:44])([CH3:42])[CH3:43]. (4) Given the reactants COC[O:4][C:5]1[CH:10]=[C:9]([O:11]COC)[CH:8]=[CH:7][C:6]=1[CH:15]1[CH2:20][CH2:19][CH2:18][CH:17]([NH:21][S:22]([CH3:25])(=[O:24])=[O:23])[CH2:16]1, predict the reaction product. The product is: [OH:4][C:5]1[CH:10]=[C:9]([OH:11])[CH:8]=[CH:7][C:6]=1[CH:15]1[CH2:20][CH2:19][CH2:18][CH:17]([NH:21][S:22]([CH3:25])(=[O:24])=[O:23])[CH2:16]1. (5) Given the reactants C(OC(=O)[NH:7][CH:8]1[CH2:13][CH2:12][N:11]([CH:14]2[CH2:19][CH2:18][N:17]([CH2:20][C:21]3[CH:26]=[CH:25][CH:24]=[CH:23][CH:22]=3)[CH2:16][CH2:15]2)[CH2:10][CH2:9]1)(C)(C)C.C(O)(C(F)(F)F)=O, predict the reaction product. The product is: [CH2:20]([N:17]1[CH2:16][CH2:15][CH:14]([N:11]2[CH2:12][CH2:13][CH:8]([NH2:7])[CH2:9][CH2:10]2)[CH2:19][CH2:18]1)[C:21]1[CH:26]=[CH:25][CH:24]=[CH:23][CH:22]=1. (6) Given the reactants Cl.[NH2:2][CH2:3][CH:4]1[CH2:7][N:6]([CH2:8][C@@H:9]([C:11]2[C:12]([CH3:21])=[C:13]3[C:17](=[CH:18][CH:19]=2)[C:16](=[O:20])[O:15][CH2:14]3)[OH:10])[CH2:5]1.[C:22]([C:24]1[CH:29]=[CH:28][C:27]([S:30](Cl)(=[O:32])=[O:31])=[CH:26][CH:25]=1)#[N:23].C(N(C(C)C)CC)(C)C, predict the reaction product. The product is: [C:22]([C:24]1[CH:25]=[CH:26][C:27]([S:30]([NH:2][CH2:3][CH:4]2[CH2:7][N:6]([CH2:8][C@H:9]([OH:10])[C:11]3[C:12]([CH3:21])=[C:13]4[C:17](=[CH:18][CH:19]=3)[C:16](=[O:20])[O:15][CH2:14]4)[CH2:5]2)(=[O:32])=[O:31])=[CH:28][CH:29]=1)#[N:23].